This data is from Full USPTO retrosynthesis dataset with 1.9M reactions from patents (1976-2016). The task is: Predict the reactants needed to synthesize the given product. Given the product [C:1]([O:32][C:27]1[CH:28]=[CH:29][CH:30]=[CH:31][C:26]=1[C:22]1[N:21]=[C:20]([C:18]2[CH:17]=[CH:16][CH:15]=[C:14]([C:8]3[CH:9]=[CH:10][CH:11]=[CH:12][CH:13]=3)[N:19]=2)[CH:25]=[CH:24][CH:23]=1)(=[O:3])[CH3:2], predict the reactants needed to synthesize it. The reactants are: [C:1](OC(=O)C)(=[O:3])[CH3:2].[C:8]1([C:14]2[N:19]=[C:18]([C:20]3[CH:25]=[CH:24][CH:23]=[C:22]([C:26]4[CH:31]=[CH:30][CH:29]=[CH:28][C:27]=4[OH:32])[N:21]=3)[CH:17]=[CH:16][CH:15]=2)[CH:13]=[CH:12][CH:11]=[CH:10][CH:9]=1.